From a dataset of Reaction yield outcomes from USPTO patents with 853,638 reactions. Predict the reaction yield, written as a fraction of the theoretical maximum amount of product (1.0 means a 100% yield; for example, 0.34 means a 34% yield). The reactants are [Br:1][C:2]1[CH:20]=[CH:19][C:5]2[C:6]3[N:7]([CH:11]=[C:12]([C:14]([NH:16][CH:17]=O)=O)[N:13]=3)[CH2:8][CH2:9][O:10][C:4]=2[CH:3]=1.Cl.[Cl:22][C:23]1[CH:28]=[CH:27][CH:26]=[CH:25][C:24]=1[NH:29][NH2:30]. The catalyst is CC(O)=O. The product is [Br:1][C:2]1[CH:20]=[CH:19][C:5]2[C:6]3[N:7]([CH:11]=[C:12]([C:14]4[N:29]([C:24]5[CH:25]=[CH:26][CH:27]=[CH:28][C:23]=5[Cl:22])[N:30]=[CH:17][N:16]=4)[N:13]=3)[CH2:8][CH2:9][O:10][C:4]=2[CH:3]=1. The yield is 0.650.